From a dataset of Full USPTO retrosynthesis dataset with 1.9M reactions from patents (1976-2016). Predict the reactants needed to synthesize the given product. (1) Given the product [C:1]([O:5][C:6]([N:8]([CH2:9][C:10]1[N:15]=[C:14]2[CH:16]=[CH:17][N:18]([C:19]([O:21][C:22]([CH3:25])([CH3:24])[CH3:23])=[O:20])[C:13]2=[CH:12][CH:11]=1)[CH3:28])=[O:7])([CH3:4])([CH3:3])[CH3:2], predict the reactants needed to synthesize it. The reactants are: [C:1]([O:5][C:6]([NH:8][CH2:9][C:10]1[N:15]=[C:14]2[CH:16]=[CH:17][N:18]([C:19]([O:21][C:22]([CH3:25])([CH3:24])[CH3:23])=[O:20])[C:13]2=[CH:12][CH:11]=1)=[O:7])([CH3:4])([CH3:3])[CH3:2].IC.[CH3:28][Si]([N-][Si](C)(C)C)(C)C.[Li+]. (2) Given the product [CH3:28][O:27][C:13]1[CH:12]=[C:11]([CH:16]=[CH:15][C:14]=1[O:17][CH2:18][C:19]1[CH:20]=[N:21][C:22]([O:25][CH3:26])=[CH:23][CH:24]=1)[CH2:10][N:6]1[C:5]2[CH:29]=[CH:30][C:2]([N:35]3[CH2:36][CH2:37][N:32]([CH3:31])[CH2:33][CH2:34]3)=[CH:3][C:4]=2[N:8]=[C:7]1[NH2:9], predict the reactants needed to synthesize it. The reactants are: I[C:2]1[CH:30]=[CH:29][C:5]2[N:6]([CH2:10][C:11]3[CH:16]=[CH:15][C:14]([O:17][CH2:18][C:19]4[CH:20]=[N:21][C:22]([O:25][CH3:26])=[CH:23][CH:24]=4)=[C:13]([O:27][CH3:28])[CH:12]=3)[C:7]([NH2:9])=[N:8][C:4]=2[CH:3]=1.[CH3:31][N:32]1[CH2:37][CH2:36][NH:35][CH2:34][CH2:33]1. (3) The reactants are: [CH2:1]([O:8][C:9](=[O:33])[C@@H:10]([NH:25]C(OC(C)(C)C)=O)[CH2:11][CH2:12][C:13]([C:15]1[CH:20]=[CH:19][C:18]([O:21][CH3:22])=[C:17]([O:23][CH3:24])[CH:16]=1)=O)[C:2]1[CH:7]=[CH:6][CH:5]=[CH:4][CH:3]=1.[C:34]([OH:40])([C:36]([F:39])([F:38])[F:37])=[O:35]. Given the product [OH:40][C:34]([C:36]([F:39])([F:38])[F:37])=[O:35].[CH2:1]([O:8][C:9]([C@@H:10]1[CH2:11][CH2:12][C:13]([C:15]2[CH:20]=[CH:19][C:18]([O:21][CH3:22])=[C:17]([O:23][CH3:24])[CH:16]=2)=[N:25]1)=[O:33])[C:2]1[CH:7]=[CH:6][CH:5]=[CH:4][CH:3]=1, predict the reactants needed to synthesize it. (4) Given the product [Cl:1][C:2]1[CH:3]=[N:4][CH:5]=[C:6]([Cl:10])[C:7]=1[CH2:8][N:15]1[C:20]2[CH:21]=[CH:22][CH:23]=[CH:24][C:19]=2[S:18](=[O:26])(=[O:25])[N:17]([C:27]2[CH:32]=[CH:31][C:30]([O:33][CH3:34])=[C:29]([O:35][CH3:36])[CH:28]=2)[C:16]1=[O:37], predict the reactants needed to synthesize it. The reactants are: [Cl:1][C:2]1[CH:3]=[N:4][CH:5]=[C:6]([Cl:10])[C:7]=1[CH2:8]O.ClC1C=C(OC)C=C(F)C=1C[N:15]1[C:20]2[CH:21]=[CH:22][CH:23]=[CH:24][C:19]=2[S:18](=[O:26])(=[O:25])[N:17]([C:27]2[CH:32]=[CH:31][C:30]([O:33][CH3:34])=[C:29]([O:35][CH3:36])[CH:28]=2)[C:16]1=[O:37]. (5) The reactants are: N(CC(O)=O)CC(O)=O.CC(OC(OC(OC(C)(C)C)=O)=O)(C)C.[C:25]([N:32]([CH2:37][C:38]([OH:40])=[O:39])[CH2:33][C:34]([OH:36])=O)([O:27][C:28]([CH3:31])([CH3:30])[CH3:29])=[O:26].C(N(CC)CC)C.ClC(Cl)(OC(=O)OC(Cl)(Cl)Cl)Cl. Given the product [C:25]([N:32]1[CH2:33][C:34](=[O:36])[O:40][C:38](=[O:39])[CH2:37]1)([O:27][C:28]([CH3:29])([CH3:30])[CH3:31])=[O:26], predict the reactants needed to synthesize it. (6) Given the product [Br:12][CH2:1][C:2]([CH:4]1[CH2:9][CH2:8][CH2:7][CH2:6][CH2:5]1)=[O:3], predict the reactants needed to synthesize it. The reactants are: [CH3:1][C:2]([CH:4]1[CH2:9][CH2:8][CH2:7][CH2:6][CH2:5]1)=[O:3].CO.[Br:12]Br. (7) Given the product [C:17]([O:21][C:22](=[O:36])/[C:23](=[CH:6]/[C:5]1[CH:8]=[CH:9][C:10]([N:11]2[CH:15]=[C:14]([CH3:16])[N:13]=[CH:12]2)=[C:3]([O:2][CH3:1])[CH:4]=1)/[CH2:24][CH2:25][CH2:26][Cl:27])([CH3:20])([CH3:18])[CH3:19], predict the reactants needed to synthesize it. The reactants are: [CH3:1][O:2][C:3]1[CH:4]=[C:5]([CH:8]=[CH:9][C:10]=1[N:11]1[CH:15]=[C:14]([CH3:16])[N:13]=[CH:12]1)[CH:6]=O.[C:17]([O:21][C:22](=[O:36])[CH:23](P(OCC)(OCC)=O)[CH2:24][CH2:25][CH2:26][Cl:27])([CH3:20])([CH3:19])[CH3:18].O.[OH-].[Li+].O. (8) The reactants are: C(OC([N:8]1[CH2:13][CH2:12][CH:11]([C:14]([NH:16][C:17]2[CH:18]=[C:19]([C:23]3[N:28]=[C:27]([C:29]4[CH:34]=[CH:33][CH:32]=[C:31]([CH2:35][OH:36])[CH:30]=4)[CH:26]=[C:25](Cl)[N:24]=3)[CH:20]=[CH:21][CH:22]=2)=[O:15])[CH2:10][CH2:9]1)=O)(C)(C)C.[CH3:38][CH:39]1[O:44][CH2:43][CH2:42][NH:41][CH2:40]1.FC(F)(F)C(O)=O. Given the product [OH:36][CH2:35][C:31]1[CH:30]=[C:29]([C:27]2[CH:26]=[C:25]([N:41]3[CH2:42][CH2:43][O:44][CH:39]([CH3:38])[CH2:40]3)[N:24]=[C:23]([C:19]3[CH:20]=[CH:21][CH:22]=[C:17]([NH:16][C:14]([CH:11]4[CH2:12][CH2:13][NH:8][CH2:9][CH2:10]4)=[O:15])[CH:18]=3)[N:28]=2)[CH:34]=[CH:33][CH:32]=1, predict the reactants needed to synthesize it.